Task: Predict the reactants needed to synthesize the given product.. Dataset: Full USPTO retrosynthesis dataset with 1.9M reactions from patents (1976-2016) (1) Given the product [CH3:33][C:32]1[CH:31]=[C:30]([CH3:34])[NH:29][C:28](=[O:35])[C:27]=1[CH2:26][NH:25][C:24]([C:4]1[C:5]([CH3:23])=[C:6]([N:8]([CH3:22])[CH:9]2[CH2:10][CH2:11][N:12]([C:15]([O:17][C:18]([CH3:21])([CH3:19])[CH3:20])=[O:16])[CH2:13][CH2:14]2)[CH:7]=[C:2]([C:43]2[CH:44]=[CH:45][C:40]([CH2:39][N:38]([CH3:55])[CH3:37])=[CH:41][CH:42]=2)[CH:3]=1)=[O:36], predict the reactants needed to synthesize it. The reactants are: Br[C:2]1[CH:3]=[C:4]([C:24](=[O:36])[NH:25][CH2:26][C:27]2[C:28](=[O:35])[NH:29][C:30]([CH3:34])=[CH:31][C:32]=2[CH3:33])[C:5]([CH3:23])=[C:6]([N:8]([CH3:22])[CH:9]2[CH2:14][CH2:13][N:12]([C:15]([O:17][C:18]([CH3:21])([CH3:20])[CH3:19])=[O:16])[CH2:11][CH2:10]2)[CH:7]=1.[CH3:37][N:38]([CH3:55])[CH2:39][C:40]1[CH:45]=[CH:44][C:43](B2OC(C)(C)C(C)(C)O2)=[CH:42][CH:41]=1.C([O-])([O-])=O.[Na+].[Na+]. (2) Given the product [CH3:1][O:2][C:3]([C:5]1[S:6][C:7]([C:19]#[C:20][C:21]([CH3:22])([CH3:23])[CH3:24])=[CH:8][C:9]=1[NH:10][NH:11][C:27](=[O:28])[C:26]([F:37])([F:36])[F:25])=[O:4], predict the reactants needed to synthesize it. The reactants are: [CH3:1][O:2][C:3]([C:5]1[S:6][C:7]([C:19]#[C:20][C:21]([CH3:24])([CH3:23])[CH3:22])=[CH:8][C:9]=1[N:10](C(OC(C)(C)C)=O)[NH2:11])=[O:4].[F:25][C:26]([F:37])([F:36])[C:27](O[C:27](=[O:28])[C:26]([F:37])([F:36])[F:25])=[O:28].C(O)(C(F)(F)F)=O. (3) Given the product [C:13]([C:8]12[CH2:11][CH2:12][C:5]([C:1]([OH:3])=[O:2])([CH2:10][CH2:9]1)[CH2:6][CH2:7]2)([OH:15])=[O:14], predict the reactants needed to synthesize it. The reactants are: [C:1]([C:5]12[CH2:12][CH2:11][C:8]([C:13]([O:15]C)=[O:14])([CH2:9][CH2:10]1)[CH2:7][CH2:6]2)([O:3]C)=[O:2].O.[OH-].[Li+]. (4) The reactants are: [NH2:1][C:2]1[CH2:6][CH2:5][C:4](=[O:7])[CH:3]=1.[Cl:8][C:9]1[CH:10]=[CH:11][C:12]([C:26]([F:29])([F:28])[F:27])=[C:13]([CH:25]=1)[CH:14]=[C:15]1C(=O)OC(C)(C)[O:17][C:16]1=O.CN(C(ON1N=NC2C=CC=NC1=2)=[N+](C)C)C.F[P-](F)(F)(F)(F)F.C(N(CC)C(C)C)(C)C. Given the product [Cl:8][C:9]1[CH:10]=[CH:11][C:12]([C:26]([F:27])([F:28])[F:29])=[C:13]([CH:14]2[CH2:15][C:16](=[O:17])[NH:1][C:2]3[CH2:6][CH2:5][C:4](=[O:7])[C:3]2=3)[CH:25]=1, predict the reactants needed to synthesize it.